From a dataset of Full USPTO retrosynthesis dataset with 1.9M reactions from patents (1976-2016). Predict the reactants needed to synthesize the given product. (1) Given the product [S:25]1[C:26]2[CH:32]=[CH:31][CH:30]=[CH:29][C:27]=2[N:28]=[C:24]1[C:18]1[C:19]([C:22]#[N:23])=[CH:20][S:21][C:17]=1[NH:16][C:13](=[O:15])[CH2:12][N:3]1[C:4]2[C:9](=[N:8][CH:7]=[CH:6][CH:5]=2)[CH:10]=[CH:11][C:2]1=[O:1], predict the reactants needed to synthesize it. The reactants are: [O:1]=[C:2]1[CH:11]=[CH:10][C:9]2[C:4](=[CH:5][CH:6]=[CH:7][N:8]=2)[N:3]1[CH2:12][C:13]([OH:15])=O.[NH2:16][C:17]1[S:21][CH:20]=[C:19]([C:22]#[N:23])[C:18]=1[C:24]1[S:25][C:26]2[CH:32]=[CH:31][CH:30]=[CH:29][C:27]=2[N:28]=1. (2) Given the product [CH:13]1([CH2:18][CH2:19][CH2:20][O:21][NH2:2])[CH2:17][CH2:16][CH2:15][CH2:14]1, predict the reactants needed to synthesize it. The reactants are: O[N:2]1C(=O)C2=CC=CC=C2C1=O.[CH:13]1([CH2:18][CH2:19][CH2:20][OH:21])[CH2:17][CH2:16][CH2:15][CH2:14]1. (3) The reactants are: [Br:1][C:2]1[CH:3]=[C:4]([CH:8]=[CH:9][CH:10]=1)[C:5]([OH:7])=O.[C:11]([NH:14][NH2:15])(=[O:13])[CH3:12].C(Cl)CCl.C1C=CC2N(O)N=NC=2C=1. Given the product [C:11]([N:14]([C:5](=[O:7])[C:4]1[CH:8]=[CH:9][CH:10]=[C:2]([Br:1])[CH:3]=1)[NH2:15])(=[O:13])[CH3:12], predict the reactants needed to synthesize it.